Dataset: Catalyst prediction with 721,799 reactions and 888 catalyst types from USPTO. Task: Predict which catalyst facilitates the given reaction. Reactant: C[O:2][C:3](=O)[CH2:4][CH:5]([C:22]1[CH:27]=[CH:26][N:25]=[CH:24][CH:23]=1)[CH2:6][N:7]1[C:15]2[CH:14]=[CH:13][C:12]([CH3:16])=[CH:11][C:10]=2[C:9]2[CH2:17][N:18]([CH3:21])[CH2:19][CH2:20][C:8]1=2.[H-].[H-].[H-].[H-].[Li+].[Al+3]. Product: [CH3:21][N:18]1[CH2:19][CH2:20][C:8]2[N:7]([CH2:6][CH:5]([C:22]3[CH:27]=[CH:26][N:25]=[CH:24][CH:23]=3)[CH2:4][CH2:3][OH:2])[C:15]3[CH:14]=[CH:13][C:12]([CH3:16])=[CH:11][C:10]=3[C:9]=2[CH2:17]1. The catalyst class is: 1.